This data is from Reaction yield outcomes from USPTO patents with 853,638 reactions. The task is: Predict the reaction yield, written as a fraction of the theoretical maximum amount of product (1.0 means a 100% yield; for example, 0.34 means a 34% yield). (1) The reactants are [F:1][C:2]([F:23])([F:22])[C:3]1[CH:8]=[CH:7][CH:6]=[CH:5][C:4]=1[C:9]1[C:14]2[CH2:15][CH:16]([CH2:18][N:19]=[N+]=[N-])[O:17][C:13]=2[CH:12]=[CH:11][CH:10]=1. The catalyst is [Pd]. The product is [F:22][C:2]([F:1])([F:23])[C:3]1[CH:8]=[CH:7][CH:6]=[CH:5][C:4]=1[C:9]1[C:14]2[CH2:15][CH:16]([CH2:18][NH2:19])[O:17][C:13]=2[CH:12]=[CH:11][CH:10]=1. The yield is 0.830. (2) The reactants are [H-].[Na+].[N:3]1[CH:8]=[CH:7][C:6]([C:9]2[N:13]3[CH2:14][CH2:15][CH2:16][NH:17][C:12]3=[N:11][N:10]=2)=[CH:5][CH:4]=1.[Cl:18][C:19]1[CH:20]=[C:21]([C:25]2[O:29][N:28]=[C:27]([CH2:30]Cl)[N:26]=2)[CH:22]=[CH:23][CH:24]=1. The catalyst is CN(C=O)C. The product is [Cl:18][C:19]1[CH:20]=[C:21]([C:25]2[O:29][N:28]=[C:27]([CH2:30][N:17]3[CH2:16][CH2:15][CH2:14][N:13]4[C:9]([C:6]5[CH:7]=[CH:8][N:3]=[CH:4][CH:5]=5)=[N:10][N:11]=[C:12]34)[N:26]=2)[CH:22]=[CH:23][CH:24]=1. The yield is 0.320. (3) The reactants are C[O:2][C:3]1[CH2:12][C:11]2[C:10]([N:13]3[CH2:18][CH2:17][N:16]([CH2:19][CH2:20][CH2:21][CH2:22][O:23][C:24]4[N:33]=[C:32]5[C:27]([CH2:28][CH2:29][C:30](=[O:34])[NH:31]5)=[CH:26][CH:25]=4)[CH2:15][CH2:14]3)=[CH:9][CH:8]=[CH:7][C:6]=2[CH2:5][CH:4]=1. The catalyst is C(O)C.Cl. The product is [O:2]=[C:3]1[CH2:12][C:11]2[C:10]([N:13]3[CH2:14][CH2:15][N:16]([CH2:19][CH2:20][CH2:21][CH2:22][O:23][C:24]4[N:33]=[C:32]5[C:27]([CH2:28][CH2:29][C:30](=[O:34])[NH:31]5)=[CH:26][CH:25]=4)[CH2:17][CH2:18]3)=[CH:9][CH:8]=[CH:7][C:6]=2[CH2:5][CH2:4]1. The yield is 0.570. (4) The catalyst is O1CCCC1.CCCCCC.C1(C)C=CC=CC=1.C(O)(=O)C. The reactants are C([Mg]Cl)CCC.C([Li])CCC.Br[C:13]1[CH:18]=[CH:17][CH:16]=[C:15]([Br:19])[N:14]=1.[CH:20](=[O:27])[C:21]1[CH:26]=[CH:25][CH:24]=[CH:23][CH:22]=1. The yield is 0.970. The product is [Br:19][C:15]1[N:14]=[C:13]([C:21]2([CH:22]=[CH:23][CH:24]=[CH:25][CH2:26]2)[CH2:20][OH:27])[CH:18]=[CH:17][CH:16]=1. (5) The reactants are [C:1]([C:3]1[CH:8]=[CH:7][C:6]([N:9]2[CH2:14][CH2:13][N:12](C(OC(C)(C)C)=O)[C@@H:11]([CH3:22])[CH2:10]2)=[CH:5][CH:4]=1)#[N:2].[ClH:23]. The catalyst is O1CCOCC1.C(OCC)C. The product is [ClH:23].[CH3:22][C@@H:11]1[NH:12][CH2:13][CH2:14][N:9]([C:6]2[CH:7]=[CH:8][C:3]([C:1]#[N:2])=[CH:4][CH:5]=2)[CH2:10]1. The yield is 0.940. (6) The reactants are [CH:1]1([C:4]2[C:5]([O:24][CH2:25][C:26]([F:29])([F:28])[F:27])=[CH:6][C:7]([C:10]([NH:12][C:13]([CH3:23])([C:18]3[N:19]=[N:20][NH:21][N:22]=3)[CH2:14][CH:15]3[CH2:17][CH2:16]3)=[O:11])=[N:8][CH:9]=2)[CH2:3][CH2:2]1.[C:30](=O)([O-])[O-].[K+].[K+].IC. The catalyst is CN(C=O)C.C(OCC)(=O)C. The product is [CH:1]1([C:4]2[C:5]([O:24][CH2:25][C:26]([F:27])([F:28])[F:29])=[CH:6][C:7]([C:10]([NH:12][C:13]([C:18]3[N:19]([CH3:30])[N:20]=[N:21][N:22]=3)([CH3:23])[CH2:14][CH:15]3[CH2:17][CH2:16]3)=[O:11])=[N:8][CH:9]=2)[CH2:2][CH2:3]1. The yield is 0.110.